Dataset: Full USPTO retrosynthesis dataset with 1.9M reactions from patents (1976-2016). Task: Predict the reactants needed to synthesize the given product. (1) Given the product [C:1]([O:5][C:6]([NH:8][C@H:9]1[CH2:13][CH2:12][CH2:11][C@H:10]1[OH:14])=[O:7])([CH3:4])([CH3:2])[CH3:3], predict the reactants needed to synthesize it. The reactants are: [C:1]([O:5][C:6]([NH:8][C@H:9]1[CH2:13][CH2:12][CH2:11][C@H:10]1[O:14]C(=O)C1C=CC([N+]([O-])=O)=CC=1)=[O:7])([CH3:4])([CH3:3])[CH3:2].CO.O.C(=O)([O-])[O-].[K+].[K+]. (2) Given the product [C:1]([O:4][C@@H:5]1[O:22][C@H:21]([CH2:23][I:28])[C@@H:16]([O:17][C:18](=[O:20])[CH3:19])[C@H:11]([O:12][C:13](=[O:15])[CH3:14])[C@H:6]1[O:7][C:8](=[O:10])[CH3:9])(=[O:3])[CH3:2], predict the reactants needed to synthesize it. The reactants are: [C:1]([O:4][C@@H:5]1[O:22][C@H:21]([CH2:23]S(C)(=O)=O)[C@@H:16]([O:17][C:18](=[O:20])[CH3:19])[C@H:11]([O:12][C:13](=[O:15])[CH3:14])[C@H:6]1[O:7][C:8](=[O:10])[CH3:9])(=[O:3])[CH3:2].[I-:28].[Na+].